This data is from Catalyst prediction with 721,799 reactions and 888 catalyst types from USPTO. The task is: Predict which catalyst facilitates the given reaction. (1) Reactant: [C:1]([O:5][C:6]([NH:8][C@H:9]([C:12]([O:14][CH3:15])=[O:13])[CH2:10]O)=[O:7])([CH3:4])([CH3:3])[CH3:2].CCN(C(C)C)C(C)C.[C:25](O[C:25]([O:27][C:28]([CH3:31])([CH3:30])[CH3:29])=[O:26])([O:27][C:28]([CH3:31])([CH3:30])[CH3:29])=[O:26]. Product: [C:1]([O:5][C:6]([N:8]([C:25]([O:27][C:28]([CH3:31])([CH3:30])[CH3:29])=[O:26])[C:9](=[CH2:10])[C:12]([O:14][CH3:15])=[O:13])=[O:7])([CH3:4])([CH3:3])[CH3:2]. The catalyst class is: 23. (2) Reactant: Br[C:2]1[CH:3]=[C:4]([N:8]2[CH:12]=[N:11][CH:10]=[N:9]2)[CH:5]=[CH:6][CH:7]=1.[B:13]1([B:13]2[O:18][CH2:17][C:16]([CH3:20])([CH3:19])[CH2:15][O:14]2)[O:18][CH2:17][C:16]([CH3:20])([CH3:19])[CH2:15][O:14]1.C([O-])(=O)C.[K+]. Product: [CH3:19][C:16]1([CH3:20])[CH2:17][O:18][B:13]([C:2]2[CH:3]=[C:4]([N:8]3[CH:12]=[N:11][CH:10]=[N:9]3)[CH:5]=[CH:6][CH:7]=2)[O:14][CH2:15]1. The catalyst class is: 873. (3) Reactant: [F:1][C:2]1[C:3]([NH:18][C@@H:19]2[CH2:24][CH2:23][CH2:22][N:21]([C:25](=[O:28])[CH:26]=[CH2:27])[CH2:20]2)=[N:4][C:5]([NH:8][C:9]2[CH:10]=[C:11]3[C:15](=[CH:16][CH:17]=2)[CH2:14][NH:13][CH2:12]3)=[N:6][CH:7]=1.CCN(C(C)C)C(C)C.[CH3:38][C:39]([CH:42]=O)([CH3:41])[CH3:40].C(O[BH-](OC(=O)C)OC(=O)C)(=O)C.[Na+]. Product: [F:1][C:2]1[C:3]([NH:18][C@@H:19]2[CH2:24][CH2:23][CH2:22][N:21]([C:25](=[O:28])[CH:26]=[CH2:27])[CH2:20]2)=[N:4][C:5]([NH:8][C:9]2[CH:10]=[C:11]3[C:15](=[CH:16][CH:17]=2)[CH2:14][N:13]([CH2:38][C:39]([CH3:42])([CH3:41])[CH3:40])[CH2:12]3)=[N:6][CH:7]=1. The catalyst class is: 2. (4) Reactant: [Cl-:1].[Cr+3:2].N1C2C=CC=CC=2N=C1CNCC1NC2C=CC=CC=2N=1.[Cl-].[Cl-].[NH:26]1[C:30]2[CH:31]=[CH:32][CH:33]=[CH:34][C:29]=2[N:28]=[C:27]1[CH2:35][N:36]([CH2:43][C:44]1[NH:48][C:47]2[CH:49]=[CH:50][CH:51]=[CH:52][C:46]=2[N:45]=1)[C:37]1[CH:42]=[CH:41][CH:40]=[CH:39][CH:38]=1.[K+].[Br-]. Product: [Cl-:1].[Cr+3:2].[NH:26]1[C:30]2[CH:31]=[CH:32][CH:33]=[CH:34][C:29]=2[N:28]=[C:27]1[CH2:35][N:36]([CH2:43][C:44]1[NH:45][C:46]2[CH:52]=[CH:51][CH:50]=[CH:49][C:47]=2[N:48]=1)[C:37]1[CH:38]=[CH:39][CH:40]=[CH:41][CH:42]=1.[Cl-:1].[Cl-:1]. The catalyst class is: 3.